Dataset: Peptide-MHC class II binding affinity with 134,281 pairs from IEDB. Task: Regression. Given a peptide amino acid sequence and an MHC pseudo amino acid sequence, predict their binding affinity value. This is MHC class II binding data. The peptide sequence is INEPTAAATAYGLDR. The MHC is HLA-DQA10401-DQB10402 with pseudo-sequence HLA-DQA10401-DQB10402. The binding affinity (normalized) is 0.536.